This data is from Catalyst prediction with 721,799 reactions and 888 catalyst types from USPTO. The task is: Predict which catalyst facilitates the given reaction. (1) Reactant: [Br:1]Br.[CH3:3][N:4]1[C:8]([CH3:9])=[CH:7][CH:6]=[C:5]1[C:10]#[N:11].O. Product: [Br:1][C:7]1[CH:6]=[C:5]([C:10]#[N:11])[N:4]([CH3:3])[C:8]=1[CH3:9]. The catalyst class is: 15. (2) Reactant: [Cl:1][C:2]1[C:3](F)=[C:4]([C:7]([F:10])=[CH:8][CH:9]=1)[C:5]#[N:6].[OH-].[NH4+:13]. Product: [NH2:13][C:3]1[C:2]([Cl:1])=[CH:9][CH:8]=[C:7]([F:10])[C:4]=1[C:5]#[N:6]. The catalyst class is: 32. (3) Reactant: [Cl:1][C:2]1[N:3]=[N:4][C:5](Cl)=[CH:6][CH:7]=1.[NH:9]1[CH:13]=[CH:12][N:11]=[CH:10]1.C(N(C(C)C)CC)(C)C. Product: [Cl:1][C:2]1[N:3]=[N:4][C:5]([N:9]2[CH:13]=[CH:12][N:11]=[CH:10]2)=[CH:6][CH:7]=1. The catalyst class is: 262.